This data is from Reaction yield outcomes from USPTO patents with 853,638 reactions. The task is: Predict the reaction yield, written as a fraction of the theoretical maximum amount of product (1.0 means a 100% yield; for example, 0.34 means a 34% yield). (1) The reactants are [Cl:1][C:2]1[CH:3]=[CH:4][C:5]([O:25][CH:26]([F:28])[F:27])=[C:6]([C:8]2[C:12]([NH:13][C:14]([C:16]3[CH:17]=[N:18][N:19]4[CH:24]=[CH:23][CH:22]=[N:21][C:20]=34)=[O:15])=[CH:11][NH:10][N:9]=2)[CH:7]=1.Br[CH2:30][CH2:31][C:32]#[N:33].C([O-])([O-])=O.[Cs+].[Cs+]. The catalyst is CN(C)C=O. The product is [Cl:1][C:2]1[CH:3]=[CH:4][C:5]([O:25][CH:26]([F:28])[F:27])=[C:6]([C:8]2[C:12]([NH:13][C:14]([C:16]3[CH:17]=[N:18][N:19]4[CH:24]=[CH:23][CH:22]=[N:21][C:20]=34)=[O:15])=[CH:11][N:10]([CH2:30][CH2:31][C:32]#[N:33])[N:9]=2)[CH:7]=1. The yield is 0.570. (2) The reactants are CCN(C(C)C)C(C)C.[C:10](O)(=[O:17])[C:11]1[CH:16]=[CH:15][CH:14]=[CH:13][CH:12]=1.CCN=C=NCCCN(C)C.C1C=CC2N(O)N=NC=2C=1.Cl.[O:41]=[C:42]([N:60]1[CH2:65][CH2:64][NH:63][CH2:62][CH2:61]1)[CH2:43][NH:44][C:45](=[O:59])[C:46]1[CH:51]=[CH:50][C:49]([O:52][C:53]2[CH:58]=[CH:57][CH:56]=[CH:55][CH:54]=2)=[CH:48][CH:47]=1. The catalyst is CN(C=O)C.O. The product is [C:10]([N:63]1[CH2:62][CH2:61][N:60]([C:42](=[O:41])[CH2:43][NH:44][C:45](=[O:59])[C:46]2[CH:47]=[CH:48][C:49]([O:52][C:53]3[CH:58]=[CH:57][CH:56]=[CH:55][CH:54]=3)=[CH:50][CH:51]=2)[CH2:65][CH2:64]1)(=[O:17])[C:11]1[CH:16]=[CH:15][CH:14]=[CH:13][CH:12]=1. The yield is 0.570. (3) The reactants are Cl[C:2]1[CH:3]=[CH:4][C:5]2[N:11]3[CH2:12][C@H:8]([CH2:9][CH2:10]3)[NH:7][C:6]=2[N:13]=1.[C:14]([N:21]1[CH2:27][CH2:26][CH2:25][NH:24][CH2:23][CH2:22]1)([O:16][C:17]([CH3:20])([CH3:19])[CH3:18])=[O:15].CC(C)([O-])C.[K+].O. The catalyst is COCCOC.C([Pd+])C=C. The product is [N:11]12[CH2:12][C@H:8]([CH2:9][CH2:10]1)[NH:7][C:6]1[N:13]=[C:2]([N:24]3[CH2:25][CH2:26][CH2:27][N:21]([C:14]([O:16][C:17]([CH3:20])([CH3:19])[CH3:18])=[O:15])[CH2:22][CH2:23]3)[CH:3]=[CH:4][C:5]2=1. The yield is 0.660. (4) The reactants are Cl[C:2]1[C:7]([C:8]([O:10][CH3:11])=[O:9])=[C:6]([NH:12][C:13]2[CH:14]=[C:15]([CH3:19])[CH:16]=[CH:17][CH:18]=2)[N:5]=[C:4]([N:20]2[CH2:25][CH2:24][N:23]([CH2:26][CH3:27])[CH2:22][CH2:21]2)[N:3]=1.O.[CH3:29][N:30](C=O)C. The catalyst is C1C=CC([P]([Pd]([P](C2C=CC=CC=2)(C2C=CC=CC=2)C2C=CC=CC=2)([P](C2C=CC=CC=2)(C2C=CC=CC=2)C2C=CC=CC=2)[P](C2C=CC=CC=2)(C2C=CC=CC=2)C2C=CC=CC=2)(C2C=CC=CC=2)C2C=CC=CC=2)=CC=1.[C-]#N.[Zn+2].[C-]#N. The product is [C:29]([C:2]1[C:7]([C:8]([O:10][CH3:11])=[O:9])=[C:6]([NH:12][C:13]2[CH:14]=[C:15]([CH3:19])[CH:16]=[CH:17][CH:18]=2)[N:5]=[C:4]([N:20]2[CH2:25][CH2:24][N:23]([CH2:26][CH3:27])[CH2:22][CH2:21]2)[N:3]=1)#[N:30]. The yield is 0.340. (5) The reactants are [OH-].[K+].[C:3]([C:6]1[NH:7][CH:8]=[CH:9][CH:10]=1)(=[O:5])[CH3:4].[Br:11][C:12]1[CH:19]=[CH:18][CH:17]=[CH:16][C:13]=1[CH2:14]Br.[Cl-].[Na+]. The catalyst is CS(C)=O. The product is [Br:11][C:12]1[CH:19]=[CH:18][CH:17]=[CH:16][C:13]=1[CH2:14][N:7]1[CH:8]=[CH:9][CH:10]=[C:6]1[C:3](=[O:5])[CH3:4]. The yield is 1.00.